Predict which catalyst facilitates the given reaction. From a dataset of Catalyst prediction with 721,799 reactions and 888 catalyst types from USPTO. (1) Product: [C:1]([O:5][C:6](=[O:30])[CH2:7][CH2:8][N:9]([C:23]([O:25][C:26]([CH3:29])([CH3:28])[CH3:27])=[O:24])[CH2:10][C:11]([N:13]1[C:21]2[C:16](=[CH:17][C:18]([O:22][CH2:32][C:33]3[CH:38]=[CH:37][C:36]([CH:39]4[CH2:41][CH2:40]4)=[C:35]([O:42][C:43]([F:44])([F:45])[F:46])[CH:34]=3)=[CH:19][CH:20]=2)[CH2:15][CH2:14]1)=[O:12])([CH3:4])([CH3:3])[CH3:2]. Reactant: [C:1]([O:5][C:6](=[O:30])[CH2:7][CH2:8][N:9]([C:23]([O:25][C:26]([CH3:29])([CH3:28])[CH3:27])=[O:24])[CH2:10][C:11]([N:13]1[C:21]2[C:16](=[CH:17][C:18]([OH:22])=[CH:19][CH:20]=2)[CH2:15][CH2:14]1)=[O:12])([CH3:4])([CH3:3])[CH3:2].Cl[CH2:32][C:33]1[CH:38]=[CH:37][C:36]([CH:39]2[CH2:41][CH2:40]2)=[C:35]([O:42][C:43]([F:46])([F:45])[F:44])[CH:34]=1.C(=O)([O-])[O-].[K+].[K+]. The catalyst class is: 3. (2) Reactant: C([O:4][CH:5]1[CH:10]([N:11]([CH3:13])[CH3:12])[CH2:9][CH:8]([CH3:14])[O:7][CH:6]1[O:15][CH2:16][CH2:17][CH2:18][CH2:19][CH2:20][CH2:21][CH2:22][CH2:23][CH2:24][C:25]#[CH:26])(=O)C.C([O-])([O-])=O.[K+].[K+]. Product: [CH3:13][N:11]([CH3:12])[CH:10]1[CH2:9][CH:8]([CH3:14])[O:7][CH:6]([O:15][CH2:16][CH2:17][CH2:18][CH2:19][CH2:20][CH2:21][CH2:22][CH2:23][CH2:24][C:25]#[CH:26])[CH:5]1[OH:4]. The catalyst class is: 5. (3) Reactant: C([O:5][C:6](=[O:30])[CH2:7][O:8][C:9]1[CH:14]=[CH:13][C:12]([S:15][CH2:16][C:17]#[C:18][C:19]2[CH:24]=[CH:23][C:22]([C:25]([F:28])([F:27])[F:26])=[CH:21][CH:20]=2)=[CH:11][C:10]=1[CH3:29])(C)(C)C.C(O)(C(F)(F)F)=O. Product: [CH3:29][C:10]1[CH:11]=[C:12]([S:15][CH2:16][C:17]#[C:18][C:19]2[CH:20]=[CH:21][C:22]([C:25]([F:27])([F:26])[F:28])=[CH:23][CH:24]=2)[CH:13]=[CH:14][C:9]=1[O:8][CH2:7][C:6]([OH:30])=[O:5]. The catalyst class is: 4. (4) Reactant: [Br:1][C:2]1[CH:7]=[C:6]([F:8])[C:5]([N+:9]([O-:11])=[O:10])=[CH:4][C:3]=1[OH:12].C(=O)([O-])[O-].[K+].[K+].[CH:19](I)([CH3:21])[CH3:20].O. Product: [CH:19]([O:12][C:3]1[CH:4]=[C:5]([N+:9]([O-:11])=[O:10])[C:6]([F:8])=[CH:7][C:2]=1[Br:1])([CH3:21])[CH3:20]. The catalyst class is: 9. (5) Reactant: [CH2:1]([O:3][C:4](=[O:14])[C:5]1[CH:10]=[CH:9][C:8]([C:11](=[O:13])[CH3:12])=[CH:7][CH:6]=1)[CH3:2].[CH2:15](O)[CH2:16][OH:17].O.C1(C)C=CC(S(O)(=O)=O)=CC=1.C(OCC)(=O)C.CCCCCC. Product: [CH2:16]1[O:17][C:11]([C:8]2[CH:9]=[CH:10][C:5]([C:4]([O:3][CH2:1][CH3:2])=[O:14])=[CH:6][CH:7]=2)([CH3:12])[O:13][CH2:15]1. The catalyst class is: 11. (6) Reactant: [OH2:1].[NH2:2][NH2:3].[C:4](#[N:8])/[CH:5]=[CH:6]/[CH3:7].O([C:16]1[CH:17]=[C:18]([CH:21]=[CH:22][CH:23]=1)[CH:19]=O)C1C=CC=CC=1.[C:24](O[Na])([CH3:27])([CH3:26])C.[CH2:30]1[CH2:34]OC[CH2:31]1. Product: [CH3:7][C:6]1[CH:5]=[C:4]([NH2:8])[N:3]([CH2:19][C:18]2[CH:17]=[CH:16][CH:23]=[C:22]([O:1][C:26]3[CH:24]=[CH:27][CH:34]=[CH:30][CH:31]=3)[CH:21]=2)[N:2]=1. The catalyst class is: 6.